This data is from Forward reaction prediction with 1.9M reactions from USPTO patents (1976-2016). The task is: Predict the product of the given reaction. (1) Given the reactants [F:1][C:2]1[CH:3]=[C:4]([C:8]2[C:13](=[O:14])[N:12]3[C:15]([CH3:19])=[CH:16][CH:17]=[CH:18][C:11]3=[N:10][C:9]=2[CH2:20]O)[CH:5]=[CH:6][CH:7]=1.O=S(Cl)[Cl:24].C(Cl)[Cl:27], predict the reaction product. The product is: [ClH:24].[Cl:27][CH2:20][C:9]1[N:10]=[C:11]2[CH:18]=[CH:17][CH:16]=[C:15]([CH3:19])[N:12]2[C:13](=[O:14])[C:8]=1[C:4]1[CH:5]=[CH:6][CH:7]=[C:2]([F:1])[CH:3]=1. (2) Given the reactants [CH3:1][O:2][C:3]1[CH:4]=[C:5]([C:11]2[O:12][C:13]3[C:18]([C:19](=[O:23])[C:20]=2[O:21][CH3:22])=[C:17]([O:24][CH3:25])[C:16](I)=[C:15]([O:27][CH3:28])[CH:14]=3)[CH:6]=[CH:7][C:8]=1[O:9][CH3:10].N1CCCCC1.[CH2:35]([O:47][CH2:48][C:49]1[CH:54]=[CH:53][CH:52]=[CH:51][CH:50]=1)[CH2:36][CH2:37][CH2:38][CH2:39][CH2:40][CH2:41][CH2:42][CH2:43][CH2:44][C:45]#[CH:46], predict the reaction product. The product is: [CH2:48]([O:47][CH2:35][CH2:36][CH2:37][CH2:38][CH2:39][CH2:40][CH2:41][CH2:42][CH2:43][CH2:44][C:45]#[C:46][C:16]1[C:17]([O:24][CH3:25])=[C:18]2[C:13](=[CH:14][C:15]=1[O:27][CH3:28])[O:12][C:11]([C:5]1[CH:6]=[CH:7][C:8]([O:9][CH3:10])=[C:3]([O:2][CH3:1])[CH:4]=1)=[C:20]([O:21][CH3:22])[C:19]2=[O:23])[C:49]1[CH:54]=[CH:53][CH:52]=[CH:51][CH:50]=1. (3) The product is: [NH2:8][CH2:7][CH2:6][CH2:5][C:2]([CH3:1])([C:19]1[CH:24]=[CH:23][CH:22]=[CH:21][CH:20]=1)[CH2:3][OH:4]. Given the reactants [CH3:1][C:2]([C:19]1[CH:24]=[CH:23][CH:22]=[CH:21][CH:20]=1)([CH2:5][CH2:6][CH2:7][N:8]1C(=O)C2=CC=CC=C2C1=O)[CH2:3][OH:4].O.NN, predict the reaction product.